Dataset: Forward reaction prediction with 1.9M reactions from USPTO patents (1976-2016). Task: Predict the product of the given reaction. (1) Given the reactants BrC1C=CC(NC(=CC([O-])=O)C(OC)=O)=C(OC)C=1.[CH3:20][O:21][C:22](=[O:38])[C:23]([NH:28][C:29]1[CH:34]=[CH:33][C:32]([Br:35])=[CH:31][C:30]=1[C:36]#[N:37])=[CH:24][C:25]([O-:27])=O, predict the reaction product. The product is: [CH3:20][O:21][C:22]([C:23]1[CH:24]=[C:25]([OH:27])[C:34]2[C:29](=[C:30]([C:36]#[N:37])[CH:31]=[C:32]([Br:35])[CH:33]=2)[N:28]=1)=[O:38]. (2) Given the reactants [CH2:1]([C:3]1[CH:8]=[CH:7][C:6]([NH:9][C:10]2[C:15]([NH:16][C:17]3[CH:22]=[CH:21][C:20]([CH2:23][CH3:24])=[CH:19][CH:18]=3)=[N:14][CH:13]=[CH:12][N:11]=2)=[CH:5][CH:4]=1)[CH3:2].[ClH:25], predict the reaction product. The product is: [Cl-:25].[CH2:23]([C:20]1[CH:21]=[CH:22][C:17]([NH:16][C:15]2[C:10]([NH2+:9][C:6]3[CH:7]=[CH:8][C:3]([CH2:1][CH3:2])=[CH:4][CH:5]=3)=[N:11][CH:12]=[CH:13][N:14]=2)=[CH:18][CH:19]=1)[CH3:24]. (3) The product is: [ClH:1].[ClH:1].[Cl:22][C:7]1[C:8]([NH:12][C:13](=[O:21])[CH2:14][CH:15]2[CH2:20][CH2:19][CH2:18][CH2:17][CH2:16]2)=[C:9]2[C:4](=[CH:5][CH:6]=1)[N:3]=[C:2]([CH2:32][CH2:31][CH2:30][NH:29][CH2:33][CH3:34])[CH:11]=[CH:10]2. Given the reactants [Cl:1][C:2]1[CH:11]=[CH:10][C:9]2[C:4](=[CH:5][CH:6]=[C:7]([Cl:22])[C:8]=2[NH:12][C:13](=[O:21])[CH2:14][CH:15]2[CH2:20][CH2:19][CH2:18][CH2:17][CH2:16]2)[N:3]=1.CC(OC(=O)[N:29]([CH2:33][CH3:34])[CH2:30][CH:31]=[CH2:32])(C)C, predict the reaction product.